From a dataset of Catalyst prediction with 721,799 reactions and 888 catalyst types from USPTO. Predict which catalyst facilitates the given reaction. (1) The catalyst class is: 282. Product: [CH2:1]([O:8][CH2:9][C:10]1[CH2:11][C:12]([C:13]([Cl:16])([Cl:15])[Cl:14])([OH:17])[N:25]([C:20]2[C:19]([Cl:18])=[CH:24][CH:23]=[CH:22][N:21]=2)[N:26]=1)[C:2]1[CH:3]=[CH:4][CH:5]=[CH:6][CH:7]=1. Reactant: [CH2:1]([O:8][CH2:9][C:10]#[C:11][C:12](=[O:17])[C:13]([Cl:16])([Cl:15])[Cl:14])[C:2]1[CH:7]=[CH:6][CH:5]=[CH:4][CH:3]=1.[Cl:18][C:19]1[C:20]([NH:25][NH2:26])=[N:21][CH:22]=[CH:23][CH:24]=1. (2) Reactant: [C:1]([C:5]1[CH:10]=[CH:9][CH:8]=[CH:7][C:6]=1[N:11]1[CH2:16][CH2:15][N:14]([C:17](=[O:24])[CH2:18][C:19]([O:21]CC)=[O:20])[CH2:13][CH2:12]1)([CH3:4])([CH3:3])[CH3:2].O.[OH-].[Li+].O.Cl. Product: [C:1]([C:5]1[CH:10]=[CH:9][CH:8]=[CH:7][C:6]=1[N:11]1[CH2:12][CH2:13][N:14]([C:17](=[O:24])[CH2:18][C:19]([OH:21])=[O:20])[CH2:15][CH2:16]1)([CH3:4])([CH3:2])[CH3:3]. The catalyst class is: 7. (3) Product: [CH3:1][O:2][C:3](=[O:16])[C:4]1[CH:9]=[C:8]([N:10]([S:11]([CH3:14])(=[O:13])=[O:12])[CH2:25][C:26]2[CH:31]=[CH:30][CH:29]=[CH:28][N:27]=2)[CH:7]=[C:6]([Cl:15])[CH:5]=1. Reactant: [CH3:1][O:2][C:3](=[O:16])[C:4]1[CH:9]=[C:8]([NH:10][S:11]([CH3:14])(=[O:13])=[O:12])[CH:7]=[C:6]([Cl:15])[CH:5]=1.C(=O)([O-])[O-].[Cs+].[Cs+].Cl.Cl[CH2:25][C:26]1[CH:31]=[CH:30][CH:29]=[CH:28][N:27]=1. The catalyst class is: 10. (4) Reactant: [F:1][CH2:2][CH:3]1[CH2:6][N:5]([CH2:7][CH2:8][O:9][C:10]2[CH:15]=[CH:14][C:13]([CH:16]3[C:25]([C:26]4[CH:31]=[CH:30][C:29]([F:32])=[CH:28][CH:27]=4)=[C:24]([CH3:33])[C:23]4[C:18](=[CH:19][CH:20]=[C:21]([O:34]C5CCCCO5)[CH:22]=4)[O:17]3)=[CH:12][CH:11]=2)[CH2:4]1. Product: [F:1][CH2:2][CH:3]1[CH2:6][N:5]([CH2:7][CH2:8][O:9][C:10]2[CH:15]=[CH:14][C:13]([CH:16]3[C:25]([C:26]4[CH:27]=[CH:28][C:29]([F:32])=[CH:30][CH:31]=4)=[C:24]([CH3:33])[C:23]4[C:18](=[CH:19][CH:20]=[C:21]([OH:34])[CH:22]=4)[O:17]3)=[CH:12][CH:11]=2)[CH2:4]1. The catalyst class is: 86. (5) Reactant: [CH2:1]([C:8]1[C:9]([O:29][C:30]2[CH:35]=[CH:34][C:33]([F:36])=[CH:32][C:31]=2[CH:37](Cl)[CH3:38])=[N:10][C:11]2[C:16]([CH:17]=1)=[CH:15][C:14]([N:18]1[CH:22]=[C:21]([C:23]3[CH:28]=[CH:27][CH:26]=[CH:25][CH:24]=3)[N:20]=[N:19]1)=[CH:13][CH:12]=2)[C:2]1[CH:7]=[CH:6][CH:5]=[CH:4][CH:3]=1.[NH:40]1[CH:44]=[CH:43][N:42]=[CH:41]1.C(N(CC)CC)C. Product: [CH2:1]([C:8]1[C:9]([O:29][C:30]2[CH:35]=[CH:34][C:33]([F:36])=[CH:32][C:31]=2[CH:37]([N:40]2[CH:44]=[CH:43][N:42]=[CH:41]2)[CH3:38])=[N:10][C:11]2[C:16]([CH:17]=1)=[CH:15][C:14]([N:18]1[CH:22]=[C:21]([C:23]3[CH:28]=[CH:27][CH:26]=[CH:25][CH:24]=3)[N:20]=[N:19]1)=[CH:13][CH:12]=2)[C:2]1[CH:7]=[CH:6][CH:5]=[CH:4][CH:3]=1. The catalyst class is: 10. (6) Reactant: CON(C)[C:4]([C:6]1[CH:7]=[N:8][N:9]2[CH2:14][CH2:13][CH2:12][O:11][C:10]=12)=[O:5].[CH3:16][Mg]Br.CCOCC. Product: [N:8]1[N:9]2[C:10]([O:11][CH2:12][CH2:13][CH2:14]2)=[C:6]([C:4](=[O:5])[CH3:16])[CH:7]=1. The catalyst class is: 7.